From a dataset of Full USPTO retrosynthesis dataset with 1.9M reactions from patents (1976-2016). Predict the reactants needed to synthesize the given product. Given the product [Cl:1][C:2]1[CH:23]=[C:22]([Cl:24])[C:21]([O:25][CH3:26])=[CH:20][C:3]=1[NH:4][C:5]1[C:14]2[C:9](=[CH:10][C:11]([N:35]3[CH2:36][CH2:37][CH:32]([N:27]4[CH2:31][CH2:30][CH2:29][CH2:28]4)[CH2:33][CH2:34]3)=[C:12]([O:15][CH3:16])[CH:13]=2)[N:8]=[CH:7][C:6]=1[C:18]#[N:19], predict the reactants needed to synthesize it. The reactants are: [Cl:1][C:2]1[CH:23]=[C:22]([Cl:24])[C:21]([O:25][CH3:26])=[CH:20][C:3]=1[NH:4][C:5]1[C:14]2[C:9](=[CH:10][C:11](F)=[C:12]([O:15][CH3:16])[CH:13]=2)[N:8]=[CH:7][C:6]=1[C:18]#[N:19].[N:27]1([CH:32]2[CH2:37][CH2:36][NH:35][CH2:34][CH2:33]2)[CH2:31][CH2:30][CH2:29][CH2:28]1.